From a dataset of Full USPTO retrosynthesis dataset with 1.9M reactions from patents (1976-2016). Predict the reactants needed to synthesize the given product. (1) The reactants are: [Cl:1][C:2]1[CH:3]=[C:4]2[C:8](=[CH:9][CH:10]=1)[NH:7][CH:6]=[C:5]2[CH2:11][CH2:12][NH:13][C:14](=[O:23])[C:15]1[CH:20]=[CH:19][C:18]([CH2:21]Cl)=[CH:17][CH:16]=1.[CH:24]1([NH2:29])[CH2:28][CH2:27][CH2:26][CH2:25]1.[I-].[Na+]. Given the product [Cl:1][C:2]1[CH:3]=[C:4]2[C:8](=[CH:9][CH:10]=1)[NH:7][CH:6]=[C:5]2[CH2:11][CH2:12][NH:13][C:14](=[O:23])[C:15]1[CH:20]=[CH:19][C:18]([CH2:21][NH:29][CH:24]2[CH2:28][CH2:27][CH2:26][CH2:25]2)=[CH:17][CH:16]=1, predict the reactants needed to synthesize it. (2) Given the product [O:18]1[CH:19]=[CH:20][CH:21]=[C:17]1[C:2]1[C:3]2[NH:11][N:10]=[N:9][C:4]=2[N:5]=[C:6]([NH2:8])[N:7]=1, predict the reactants needed to synthesize it. The reactants are: Cl[C:2]1[C:3]2[NH:11][N:10]=[N:9][C:4]=2[N:5]=[C:6]([NH2:8])[N:7]=1.C([Sn](CCCC)(CCCC)[C:17]1[O:18][CH:19]=[CH:20][CH:21]=1)CCC. (3) Given the product [NH2:1][C:4]1[CH:5]=[CH:6][C:7]([O:8][CH2:9][CH2:10][N:11]2[CH2:12][CH2:13][N:14]([C:17]([O:19][C:20]([CH3:21])([CH3:23])[CH3:22])=[O:18])[CH2:15][CH2:16]2)=[CH:24][CH:25]=1, predict the reactants needed to synthesize it. The reactants are: [N+:1]([C:4]1[CH:25]=[CH:24][C:7]([O:8][CH2:9][CH2:10][N:11]2[CH2:16][CH2:15][N:14]([C:17]([O:19][C:20]([CH3:23])([CH3:22])[CH3:21])=[O:18])[CH2:13][CH2:12]2)=[CH:6][CH:5]=1)([O-])=O. (4) Given the product [OH:21][C:18]1([C:2]2[CH:3]=[C:4]([CH3:9])[CH:5]=[C:6]([CH3:8])[CH:7]=2)[CH2:19][CH2:20][O:15][CH2:16][CH2:17]1, predict the reactants needed to synthesize it. The reactants are: Br[C:2]1[CH:3]=[C:4]([CH3:9])[CH:5]=[C:6]([CH3:8])[CH:7]=1.C([Li])CCC.[O:15]1[CH2:20][CH2:19][C:18](=[O:21])[CH2:17][CH2:16]1.O.